This data is from Catalyst prediction with 721,799 reactions and 888 catalyst types from USPTO. The task is: Predict which catalyst facilitates the given reaction. (1) Reactant: Cl[CH2:2][CH2:3][CH2:4][O:5][C:6]1[CH:11]=[CH:10][C:9]([N:12]2[CH2:17][CH2:16][N:15]([C:18]([O:20][C:21]([CH3:24])([CH3:23])[CH3:22])=[O:19])[CH2:14][C:13]2=[O:25])=[CH:8][CH:7]=1.BrCCCOC1[CH:36]=[CH:35][C:34]([N:37]2[CH2:42][CH2:41]N(C(OC(C)(C)C)=O)CC2=O)=CC=1.C(=O)([O-])[O-].[K+].[K+].[I-].[K+].Cl.C[C@@H]1CCCN1. Product: [CH3:41][C@@H:42]1[CH2:36][CH2:35][CH2:34][N:37]1[CH2:2][CH2:3][CH2:4][O:5][C:6]1[CH:11]=[CH:10][C:9]([N:12]2[CH2:17][CH2:16][N:15]([C:18]([O:20][C:21]([CH3:24])([CH3:23])[CH3:22])=[O:19])[CH2:14][C:13]2=[O:25])=[CH:8][CH:7]=1. The catalyst class is: 131. (2) Reactant: [H-].[Na+].O1CCCC1.F[C:9]1[CH:14]=[C:13]([F:15])[CH:12]=[CH:11][C:10]=1[N+:16]([O-:18])=[O:17].[F:19][C:20]1[CH:25]=[CH:24][CH:23]=[CH:22][C:21]=1[OH:26]. Product: [F:15][C:13]1[CH:12]=[CH:11][C:10]([N+:16]([O-:18])=[O:17])=[C:9]([O:26][C:21]2[CH:22]=[CH:23][CH:24]=[CH:25][C:20]=2[F:19])[CH:14]=1. The catalyst class is: 6. (3) Reactant: [OH:1][C:2]1[CH:9]=[CH:8][C:5]([CH:6]=[O:7])=[C:4]([O:10][CH3:11])[CH:3]=1.[H-].[Na+].Br[CH2:15][CH2:16][OH:17]. Product: [OH:17][CH2:16][CH2:15][O:1][C:2]1[CH:9]=[CH:8][C:5]([CH:6]=[O:7])=[C:4]([O:10][CH3:11])[CH:3]=1. The catalyst class is: 18. (4) Reactant: C1(P(C2C=CC=CC=2)C2C=CC=CC=2)C=CC=CC=1.CC[O:22]C(/N=N/C(OCC)=O)=O.C([O:34][C:35](=[O:52])[C@@H:36]([O:50][CH3:51])[CH2:37][C:38]1[CH:43]=[CH:42][C:41]([C:44]#[C:45][CH2:46][CH2:47][CH2:48][OH:49])=[CH:40][CH:39]=1)C.[C:53]1([C:59]2[CH:64]=[CH:63][C:62](O)=[CH:61][CH:60]=2)[CH:58]=[CH:57][CH:56]=[CH:55][CH:54]=1. Product: [C:59]1([C:53]2[CH:54]=[CH:55][CH:56]=[CH:57][CH:58]=2)[CH:60]=[CH:61][C:62]([O:49][CH2:48][CH2:47][CH2:46][CH2:45][C:44]([C:41]2[CH:40]=[CH:39][C:38]([CH2:37][C@H:36]([O:50][CH3:51])[C:35]([OH:34])=[O:52])=[CH:43][CH:42]=2)=[O:22])=[CH:63][CH:64]=1. The catalyst class is: 1. (5) Reactant: [CH2:1]([C:9]1[CH:10]([C:12](Cl)=[O:13])[CH:11]=1)[CH2:2][CH2:3][CH2:4][CH2:5][CH2:6][CH2:7][CH3:8].C(N(CC)CC)C.[CH2:22]([OH:28])[CH2:23][CH2:24][CH2:25][C:26]#[CH:27].O. Product: [CH2:1]([C:9]1[CH:10]([C:12]([OH:13])=[O:28])[CH:11]=1)[CH2:2][CH2:3][CH2:4][CH2:5][CH2:6][CH2:7][CH3:8].[CH3:27][CH2:26][CH2:25][CH2:24][C:23]#[CH:22]. The catalyst class is: 28.